From a dataset of Reaction yield outcomes from USPTO patents with 853,638 reactions. Predict the reaction yield, written as a fraction of the theoretical maximum amount of product (1.0 means a 100% yield; for example, 0.34 means a 34% yield). (1) The reactants are [N:1]1[N:5]2[C:6]3[CH2:13][CH2:12][N:11]([C:14]4[CH:15]=[C:16]([CH:18]=[CH:19][CH:20]=4)[NH2:17])[CH2:10][C:7]=3[CH:8]=[N:9][C:4]2=[CH:3][CH:2]=1.C(N(CC)C(C)C)(C)C.[C:30]1([CH3:39])[CH:35]=[CH:34][CH:33]=[C:32]([N:36]=[C:37]=[O:38])[CH:31]=1. The catalyst is ClCCl. The product is [N:1]1[N:5]2[C:6]3[CH2:13][CH2:12][N:11]([C:14]4[CH:15]=[C:16]([NH:17][C:37]([NH:36][C:32]5[CH:33]=[CH:34][CH:35]=[C:30]([CH3:39])[CH:31]=5)=[O:38])[CH:18]=[CH:19][CH:20]=4)[CH2:10][C:7]=3[CH:8]=[N:9][C:4]2=[CH:3][CH:2]=1. The yield is 0.790. (2) The reactants are [F:1][C:2]1[CH:3]=[C:4]([CH:7]=[C:8]([F:10])[CH:9]=1)[CH:5]=[O:6].[CH3:11][Mg]Br. The catalyst is C1COCC1. The product is [F:1][C:2]1[CH:3]=[C:4]([CH:5]([OH:6])[CH3:11])[CH:7]=[C:8]([F:10])[CH:9]=1. The yield is 0.904. (3) The reactants are [CH2:1]([O:3][C:4]([C:6]1[CH:7]=[C:8]2[C:13](=[CH:14][CH:15]=1)[NH:12][CH:11]([C:16]1[CH:21]=[CH:20][CH:19]=[C:18]([NH:22][C:23]([C:26]([OH:28])=O)([CH3:25])[CH3:24])[CH:17]=1)[C:10]([CH3:30])([CH3:29])[CH2:9]2)=[O:5])[CH3:2].Cl.[CH3:32][NH:33][CH3:34].CN(C(ON1N=NC2C=CC=NC1=2)=[N+](C)C)C.F[P-](F)(F)(F)(F)F.C(N(CC)CC)C. The catalyst is ClCCl. The product is [CH2:1]([O:3][C:4]([C:6]1[CH:7]=[C:8]2[C:13](=[CH:14][CH:15]=1)[NH:12][CH:11]([C:16]1[CH:21]=[CH:20][CH:19]=[C:18]([NH:22][C:23]([C:26](=[O:28])[N:33]([CH3:34])[CH3:32])([CH3:24])[CH3:25])[CH:17]=1)[C:10]([CH3:30])([CH3:29])[CH2:9]2)=[O:5])[CH3:2]. The yield is 0.910. (4) The reactants are C[O:2][C:3]1(OC)[CH2:8][CH2:7][N:6]([C:9]2[CH:14]=[CH:13][C:12]([N:15]3[CH2:19][C@H:18]([CH2:20][CH2:21][C:22]([NH2:24])=[O:23])[O:17][C:16]3=[O:25])=[CH:11][CH:10]=2)[CH2:5][CH:4]1[F:26].CSC.C(Cl)(=O)C. The catalyst is [Cl-].[Zn+2].[Cl-]. The product is [O:2]=[C:3]1[CH2:8][CH2:7][N:6]([C:9]2[CH:14]=[CH:13][C:12]([N:15]3[CH2:19][C@H:18]([CH2:20][CH2:21][C:22]([NH2:24])=[O:23])[O:17][C:16]3=[O:25])=[CH:11][CH:10]=2)[CH2:5][CH:4]1[F:26]. The yield is 0.650.